Task: Predict the product of the given reaction.. Dataset: Forward reaction prediction with 1.9M reactions from USPTO patents (1976-2016) (1) Given the reactants [C:9](O[C:9]([O:11][C:12]([CH3:15])([CH3:14])[CH3:13])=[O:10])([O:11][C:12]([CH3:15])([CH3:14])[CH3:13])=[O:10].[NH2:16][C:17]1[C:18]2[N:19]([CH:41]=[C:42]([Br:44])[N:43]=2)[CH2:20][C@:21]([C:24]2[CH:25]=[C:26]([NH:31][C:32]([C:34]3[CH:39]=[CH:38][C:37]([F:40])=[CH:36][N:35]=3)=[O:33])[CH:27]=[CH:28][C:29]=2[F:30])([CH3:23])[N:22]=1, predict the reaction product. The product is: [Br:44][C:42]1[N:43]=[C:18]2[C:17]([NH:16][C:9](=[O:10])[O:11][C:12]([CH3:13])([CH3:14])[CH3:15])=[N:22][C@@:21]([C:24]3[CH:25]=[C:26]([NH:31][C:32]([C:34]4[CH:39]=[CH:38][C:37]([F:40])=[CH:36][N:35]=4)=[O:33])[CH:27]=[CH:28][C:29]=3[F:30])([CH3:23])[CH2:20][N:19]2[CH:41]=1. (2) Given the reactants [I:1][C:2]1[CH:3]=[C:4](/[CH:8]=[CH:9]/[C:10](OCC)=[O:11])[CH:5]=[CH:6][CH:7]=1.CC(C[AlH]CC(C)C)C.C(C(C(C([O-])=O)O)O)([O-])=O.[K+].[Na+].C(OCC)C, predict the reaction product. The product is: [I:1][C:2]1[CH:3]=[C:4](/[CH:8]=[CH:9]/[CH2:10][OH:11])[CH:5]=[CH:6][CH:7]=1. (3) The product is: [NH2:22][C:19]1[CH:20]=[CH:21][C:16]([C:14]([N:13]([CH3:25])[CH2:12][CH2:11][CH2:10][N:2]([CH3:1])[C:3](=[O:9])[O:4][C:5]([CH3:8])([CH3:6])[CH3:7])=[O:15])=[CH:17][CH:18]=1. Given the reactants [CH3:1][N:2]([CH2:10][CH2:11][CH2:12][N:13]([CH3:25])[C:14]([C:16]1[CH:21]=[CH:20][C:19]([N+:22]([O-])=O)=[CH:18][CH:17]=1)=[O:15])[C:3](=[O:9])[O:4][C:5]([CH3:8])([CH3:7])[CH3:6].[H][H], predict the reaction product.